This data is from CYP3A4 inhibition data for predicting drug metabolism from PubChem BioAssay. The task is: Regression/Classification. Given a drug SMILES string, predict its absorption, distribution, metabolism, or excretion properties. Task type varies by dataset: regression for continuous measurements (e.g., permeability, clearance, half-life) or binary classification for categorical outcomes (e.g., BBB penetration, CYP inhibition). Dataset: cyp3a4_veith. (1) The drug is CN(C)S(=O)(=O)c1ccc(NC(=O)COC(=O)c2ccccn2)cc1. The result is 0 (non-inhibitor). (2) The drug is CCN(CC)C(=O)C(=O)N/N=C/c1cccc(Br)c1. The result is 0 (non-inhibitor). (3) The drug is O=C(Nc1ccccc1)N1CC[C@@]2(CCCN(C(=O)c3csnn3)C2)C1. The result is 1 (inhibitor). (4) The drug is O=C(Nc1ccc([N+](=O)[O-])cc1)/C(=C/c1cccc([N+](=O)[O-])c1)NC(=O)C1CCCCC1. The result is 1 (inhibitor). (5) The drug is O=C(N/N=C1/C[C@@H](O)[C@@H](O)[C@H]2[C@@H]1CC[C@@H]1C(=O)N(Cc3ccc4c(c3)OCO4)C(=O)[C@H]12)OCc1ccccc1. The result is 1 (inhibitor). (6) The molecule is COCOc1ccc(Br)cc1C(=O)[C@H]1O[C@H]1c1cccc(OC)c1. The result is 1 (inhibitor).